From a dataset of Reaction yield outcomes from USPTO patents with 853,638 reactions. Predict the reaction yield, written as a fraction of the theoretical maximum amount of product (1.0 means a 100% yield; for example, 0.34 means a 34% yield). (1) The reactants are [O:1]1[C:5]2[CH:6]=[CH:7][C:8]([O:10][C:11]3[CH:16]=[C:15]([CH3:17])[C:14]([C:18](=O)[CH2:19]Br)=[C:13]([CH3:22])[CH:12]=3)=[CH:9][C:4]=2[O:3][CH2:2]1.[NH2:23][C:24]([NH2:26])=[S:25]. The catalyst is CCO. The product is [O:1]1[C:5]2[CH:6]=[CH:7][C:8]([O:10][C:11]3[CH:16]=[C:15]([CH3:17])[C:14]([C:18]4[N:23]=[C:24]([NH2:26])[S:25][CH:19]=4)=[C:13]([CH3:22])[CH:12]=3)=[CH:9][C:4]=2[O:3][CH2:2]1. The yield is 0.960. (2) The reactants are [F:1][C:2]1[CH:7]=[CH:6][CH:5]=[CH:4][C:3]=1[C:8]1[NH:12][CH:11]=[C:10]([CH:13]=[O:14])[CH:9]=1.[H-].[Na+].C1OCCOCCOCCOCCOC1.Cl.[N:33]1[CH:38]=[CH:37][CH:36]=[C:35]([S:39](Cl)(=[O:41])=[O:40])[CH:34]=1. The catalyst is O1CCCC1.[Cl-].[Na+].O. The product is [F:1][C:2]1[CH:7]=[CH:6][CH:5]=[CH:4][C:3]=1[C:8]1[N:12]([S:39]([C:35]2[CH:34]=[N:33][CH:38]=[CH:37][CH:36]=2)(=[O:41])=[O:40])[CH:11]=[C:10]([CH:13]=[O:14])[CH:9]=1. The yield is 0.820. (3) The reactants are [F:1][C:2]1[CH:7]=[CH:6][CH:5]=[C:4]([F:8])[C:3]=1[NH:9][C:10]1[C:11]([NH2:17])=[CH:12][C:13]([F:16])=[CH:14][CH:15]=1.C([O:25][CH2:26][CH3:27])(=O)C(OCC)=O.[H-].[Na+].CCO[CH2:33][CH3:34]. No catalyst specified. The product is [F:1][C:2]1[CH:7]=[CH:6][CH:5]=[C:4]([F:8])[C:3]=1[N:9]1[C:10]2[C:11](=[CH:12][C:13]([F:16])=[CH:14][CH:15]=2)[N:17]=[C:27]([N:9]2[CH2:34][CH2:33][NH:17][CH2:11][CH2:10]2)[C:26]1=[O:25]. The yield is 0.630.